From a dataset of Full USPTO retrosynthesis dataset with 1.9M reactions from patents (1976-2016). Predict the reactants needed to synthesize the given product. (1) Given the product [C:1]([CH2:3][C:4]([O:6][CH2:15][C:14]([F:13])=[C:17]([CH3:18])[CH3:7])=[O:5])#[N:2], predict the reactants needed to synthesize it. The reactants are: [C:1]([CH2:3][C:4]([OH:6])=[O:5])#[N:2].[C:7](Cl)(=O)C(Cl)=O.[F:13][C:14](=[CH:17][CH2:18]C)[CH2:15]O.C(N(CC)CC)C. (2) Given the product [CH3:8][C:4]1[CH:3]=[C:2]([C:15]2[CH:16]=[CH:17][C:12]([CH2:11][NH2:10])=[CH:13][CH:14]=2)[CH:7]=[CH:6][N:5]=1, predict the reactants needed to synthesize it. The reactants are: Br[C:2]1[CH:7]=[CH:6][N:5]=[C:4]([CH3:8])[CH:3]=1.Cl.[NH2:10][CH2:11][C:12]1[CH:17]=[CH:16][C:15](B(O)O)=[CH:14][CH:13]=1.[O-]P([O-])([O-])=O.[K+].[K+].[K+]. (3) Given the product [Br:1][C:2]1[CH:3]=[C:4]([NH:5][C:26]([C:11]2[N:12]([CH3:25])[CH:13]=[C:14]([S:15](=[O:23])(=[O:24])[NH:16][C@H:17]([CH3:22])[C:18]([F:20])([F:21])[F:19])[C:10]=2[Cl:9])=[O:27])[CH:6]=[CH:7][CH:8]=1, predict the reactants needed to synthesize it. The reactants are: [Br:1][C:2]1[CH:3]=[C:4]([CH:6]=[CH:7][CH:8]=1)[NH2:5].[Cl:9][C:10]1[C:14]([S:15](=[O:24])(=[O:23])[NH:16][C@H:17]([CH3:22])[C:18]([F:21])([F:20])[F:19])=[CH:13][N:12]([CH3:25])[C:11]=1[C:26](OC)=[O:27].C[Si]([N-][Si](C)(C)C)(C)C.[Li+].